This data is from NCI-60 drug combinations with 297,098 pairs across 59 cell lines. The task is: Regression. Given two drug SMILES strings and cell line genomic features, predict the synergy score measuring deviation from expected non-interaction effect. Drug 1: CC1OCC2C(O1)C(C(C(O2)OC3C4COC(=O)C4C(C5=CC6=C(C=C35)OCO6)C7=CC(=C(C(=C7)OC)O)OC)O)O. Drug 2: C(CN)CNCCSP(=O)(O)O. Cell line: HOP-92. Synergy scores: CSS=34.5, Synergy_ZIP=-7.00, Synergy_Bliss=-3.24, Synergy_Loewe=-36.6, Synergy_HSA=-4.18.